Dataset: Reaction yield outcomes from USPTO patents with 853,638 reactions. Task: Predict the reaction yield, written as a fraction of the theoretical maximum amount of product (1.0 means a 100% yield; for example, 0.34 means a 34% yield). (1) The reactants are [F:1][C:2]([F:16])([F:15])[C:3]1[CH:14]=[CH:13][C:6]([CH2:7][CH:8]([C:11]#[N:12])[C:9]#[N:10])=[CH:5][CH:4]=1.[H-].[Na+].Br[CH2:20][CH2:21][CH2:22][CH2:23][Cl:24]. The catalyst is CN(C)C=O. The product is [Cl:24][CH2:23][CH2:22][CH2:21][CH2:20][C:8]([CH2:7][C:6]1[CH:5]=[CH:4][C:3]([C:2]([F:15])([F:16])[F:1])=[CH:14][CH:13]=1)([C:11]#[N:12])[C:9]#[N:10]. The yield is 0.320. (2) The reactants are [Br:1][C:2]1[CH:10]=[C:9]2[C:5]([CH2:6][CH2:7][C:8]2([CH3:12])[CH3:11])=[CH:4][CH:3]=1.C(O)(=[O:15])C. No catalyst specified. The product is [Br:1][C:2]1[CH:10]=[C:9]2[C:5](=[CH:4][CH:3]=1)[C:6](=[O:15])[CH2:7][C:8]2([CH3:12])[CH3:11]. The yield is 0.760. (3) The reactants are Cl[C:2]1[N:7]=[C:6]([C:8]2[N:12]3[CH:13]=[CH:14][CH:15]=[CH:16][C:11]3=[N:10][C:9]=2[C:17]2[CH:18]=[CH:19][C:20]([O:34][CH2:35][CH3:36])=[C:21]([CH:33]=2)[C:22]([NH:24][C:25]2[C:30]([F:31])=[CH:29][CH:28]=[CH:27][C:26]=2[F:32])=[O:23])[CH:5]=[CH:4][N:3]=1.[CH2:37]([C:39]1[C:40]([N:49]2[CH2:54][CH2:53][CH:52]([N:55]3[CH2:60][CH2:59][N:58]([S:61]([CH3:64])(=[O:63])=[O:62])[CH2:57][CH2:56]3)[CH2:51][CH2:50]2)=[CH:41][C:42]([O:46][CH2:47][CH3:48])=[C:43]([CH:45]=1)[NH2:44])[CH3:38].Cl. The catalyst is C(O)C(F)(F)F. The product is [F:32][C:26]1[CH:27]=[CH:28][CH:29]=[C:30]([F:31])[C:25]=1[NH:24][C:22](=[O:23])[C:21]1[CH:33]=[C:17]([C:9]2[N:10]=[C:11]3[CH:16]=[CH:15][CH:14]=[CH:13][N:12]3[C:8]=2[C:6]2[CH:5]=[CH:4][N:3]=[C:2]([NH:44][C:43]3[CH:45]=[C:39]([CH2:37][CH3:38])[C:40]([N:49]4[CH2:50][CH2:51][CH:52]([N:55]5[CH2:56][CH2:57][N:58]([S:61]([CH3:64])(=[O:63])=[O:62])[CH2:59][CH2:60]5)[CH2:53][CH2:54]4)=[CH:41][C:42]=3[O:46][CH2:47][CH3:48])[N:7]=2)[CH:18]=[CH:19][C:20]=1[O:34][CH2:35][CH3:36]. The yield is 0.610. (4) The reactants are [Cl:1][C:2]1[CH:48]=[CH:47][C:5]2[N:6]([CH2:38][C:39]3[CH:44]=[CH:43][C:42]([O:45][CH3:46])=[CH:41][CH:40]=3)[C:7](=[O:37])[CH:8]([CH2:28][CH2:29][C:30]3[CH:35]=[CH:34][CH:33]=[CH:32][C:31]=3[Cl:36])[N:9]=[C:10]([C:11]3[CH:12]=[C:13]4[N:19](C(OC(C)(C)C)=O)[C:18](=[O:27])[NH:17][C:14]4=[N:15][CH:16]=3)[C:4]=2[CH:3]=1. The catalyst is Cl.O1CCOCC1. The product is [Cl:1][C:2]1[CH:48]=[CH:47][C:5]2[N:6]([CH2:38][C:39]3[CH:40]=[CH:41][C:42]([O:45][CH3:46])=[CH:43][CH:44]=3)[C:7](=[O:37])[CH:8]([CH2:28][CH2:29][C:30]3[CH:35]=[CH:34][CH:33]=[CH:32][C:31]=3[Cl:36])[N:9]=[C:10]([C:11]3[CH:12]=[C:13]4[NH:19][C:18](=[O:27])[NH:17][C:14]4=[N:15][CH:16]=3)[C:4]=2[CH:3]=1. The yield is 0.750. (5) The product is [CH3:19][O:18][CH2:17][O:16][CH:14]([C:11]1[CH:12]=[CH:13][C:8]([CH2:7][CH2:6][O:5][C:21]2[CH:28]=[CH:27][C:24]([CH:25]=[O:26])=[CH:23][CH:22]=2)=[N:9][CH:10]=1)[CH3:15]. The yield is 0.600. The catalyst is C(O)C. The reactants are CS([O:5][CH2:6][CH2:7][C:8]1[CH:13]=[CH:12][C:11]([CH:14]([O:16][CH2:17][O:18][CH3:19])[CH3:15])=[CH:10][N:9]=1)(=O)=O.O[C:21]1[CH:28]=[CH:27][C:24]([CH:25]=[O:26])=[CH:23][CH:22]=1.C(=O)([O-])[O-].[K+].[K+].C1(C)C=CC=CC=1. (6) The reactants are [C:1]([O:5][C:6]([NH:8][C@@H:9]1[CH2:13][CH2:12][C@H:11]([C:14]([OH:16])=O)[CH2:10]1)=[O:7])([CH3:4])([CH3:3])[CH3:2].[CH2:17]([O:24][N:25]1[C:31](=[O:32])[N:30]2[CH2:33][C@H:26]1[CH2:27][CH2:28][C@H:29]2[C:34]([NH:36][NH2:37])=[O:35])[C:18]1[CH:23]=[CH:22][CH:21]=[CH:20][CH:19]=1.CN(C(ON1N=NC2C=CC=NC1=2)=[N+](C)C)C.F[P-](F)(F)(F)(F)F.CCN(C(C)C)C(C)C. The catalyst is CN(C=O)C.O. The product is [CH2:17]([O:24][N:25]1[C:31](=[O:32])[N:30]2[CH2:33][C@H:26]1[CH2:27][CH2:28][C@H:29]2[C:34]([NH:36][NH:37][C:14]([C@H:11]1[CH2:12][CH2:13][C@@H:9]([NH:8][C:6](=[O:7])[O:5][C:1]([CH3:2])([CH3:3])[CH3:4])[CH2:10]1)=[O:16])=[O:35])[C:18]1[CH:23]=[CH:22][CH:21]=[CH:20][CH:19]=1. The yield is 0.550. (7) The reactants are [CH3:1][C:2]1[CH:3]=[C:4]([CH:16]=[CH:17][C:18]=1[N+:19]([O-])=O)[O:5][C:6]1[CH:7]=[CH:8][C:9]([S:12]([CH3:15])(=[O:14])=[O:13])=[N:10][CH:11]=1.O1CCCC1. The catalyst is [C].[Pd].CO. The product is [CH3:1][C:2]1[CH:3]=[C:4]([O:5][C:6]2[CH:11]=[N:10][C:9]([S:12]([CH3:15])(=[O:14])=[O:13])=[CH:8][CH:7]=2)[CH:16]=[CH:17][C:18]=1[NH2:19]. The yield is 1.00. (8) The reactants are [OH-].[Na+].[CH3:3][C@H:4]1[CH2:9][O:8][CH2:7][C@@H:6]([CH3:10])[N:5]1[C:11]1[CH:16]=[C:15]([CH2:17][S:18]([CH3:21])(=[O:20])=[O:19])[N:14]=[C:13]([S:22][CH3:23])[N:12]=1.Br[CH2:25][CH2:26]Br.CCOC(C)=O. The catalyst is [Br-].C([N+](CCCC)(CCCC)CCCC)CCC.C1(C)C=CC=CC=1. The product is [CH3:3][C@H:4]1[CH2:9][O:8][CH2:7][C@@H:6]([CH3:10])[N:5]1[C:11]1[CH:16]=[C:15]([C:17]2([S:18]([CH3:21])(=[O:20])=[O:19])[CH2:26][CH2:25]2)[N:14]=[C:13]([S:22][CH3:23])[N:12]=1. The yield is 0.600.